Dataset: NCI-60 drug combinations with 297,098 pairs across 59 cell lines. Task: Regression. Given two drug SMILES strings and cell line genomic features, predict the synergy score measuring deviation from expected non-interaction effect. Drug 1: CC1CCC2CC(C(=CC=CC=CC(CC(C(=O)C(C(C(=CC(C(=O)CC(OC(=O)C3CCCCN3C(=O)C(=O)C1(O2)O)C(C)CC4CCC(C(C4)OC)OCCO)C)C)O)OC)C)C)C)OC. Drug 2: CC(C)(C#N)C1=CC(=CC(=C1)CN2C=NC=N2)C(C)(C)C#N. Cell line: OVCAR-5. Synergy scores: CSS=2.72, Synergy_ZIP=-1.59, Synergy_Bliss=-1.28, Synergy_Loewe=-3.33, Synergy_HSA=-3.34.